Predict the reactants needed to synthesize the given product. From a dataset of Full USPTO retrosynthesis dataset with 1.9M reactions from patents (1976-2016). (1) Given the product [O:29]1[C:28]2[CH:33]=[CH:34][C:25](/[CH:21]=[CH:20]/[C:18]3[CH:17]=[CH:16][C:8]([C:9]([O:11][C:12]([CH3:15])([CH3:13])[CH3:14])=[O:10])=[C:7]([NH:6][C:5]4[CH:22]=[CH:23][C:2]([F:1])=[CH:3][CH:4]=4)[CH:19]=3)=[CH:26][C:27]=2[O:32][CH2:31][CH2:30]1, predict the reactants needed to synthesize it. The reactants are: [F:1][C:2]1[CH:23]=[CH:22][C:5]([NH:6][C:7]2[CH:19]=[C:18]([CH:20]=[CH2:21])[CH:17]=[CH:16][C:8]=2[C:9]([O:11][C:12]([CH3:15])([CH3:14])[CH3:13])=[O:10])=[CH:4][CH:3]=1.I[C:25]1[CH:34]=[CH:33][C:28]2[O:29][CH2:30][CH2:31][O:32][C:27]=2[CH:26]=1.C(=O)([O-])[O-].[Cs+].[Cs+]. (2) Given the product [CH3:1][O:2][CH2:3][O:4][C:5]1[CH:10]=[CH:9][C:8]([C:11]2[N:16]=[C:15]3[N:17]([CH:21]4[CH2:26][CH2:25][CH2:24][CH2:23][O:22]4)[N:18]=[C:19]([CH3:20])[C:14]3=[C:13]([CH2:27][O:28][S:37]([CH3:36])(=[O:39])=[O:38])[CH:12]=2)=[CH:7][CH:6]=1, predict the reactants needed to synthesize it. The reactants are: [CH3:1][O:2][CH2:3][O:4][C:5]1[CH:10]=[CH:9][C:8]([C:11]2[N:16]=[C:15]3[N:17]([CH:21]4[CH2:26][CH2:25][CH2:24][CH2:23][O:22]4)[N:18]=[C:19]([CH3:20])[C:14]3=[C:13]([CH2:27][OH:28])[CH:12]=2)=[CH:7][CH:6]=1.C(N(CC)CC)C.[CH3:36][S:37](Cl)(=[O:39])=[O:38].O. (3) Given the product [ClH:1].[NH2:14][C:12]1[C:11]([C:17]([NH2:19])=[O:18])=[N:10][N:9]([CH2:8][C:7]2[CH:6]=[CH:5][C:4]([O:3][CH3:2])=[CH:21][CH:20]=2)[CH:13]=1, predict the reactants needed to synthesize it. The reactants are: [ClH:1].[CH3:2][O:3][C:4]1[CH:21]=[CH:20][C:7]([CH2:8][N:9]2[CH:13]=[C:12]([N+:14]([O-])=O)[C:11]([C:17]([NH2:19])=[O:18])=[N:10]2)=[CH:6][CH:5]=1.C(=O)([O-])[O-].[K+].[K+]. (4) Given the product [Br:1][C:2]1[C:10]2[C:5](=[CH:6][CH:7]=[C:8](/[CH:11]=[C:28]3/[C:29](=[O:35])[N:30]([CH2:31][C:32]([OH:34])=[O:33])[C:26](=[O:25])[S:27]/3)[CH:9]=2)[N:4]([CH2:13][C:14]2[CH:19]=[CH:18][C:17]([Cl:20])=[CH:16][C:15]=2[C:21]([F:22])([F:23])[F:24])[N:3]=1, predict the reactants needed to synthesize it. The reactants are: [Br:1][C:2]1[C:10]2[C:5](=[CH:6][CH:7]=[C:8]([CH:11]=O)[CH:9]=2)[N:4]([CH2:13][C:14]2[CH:19]=[CH:18][C:17]([Cl:20])=[CH:16][C:15]=2[C:21]([F:24])([F:23])[F:22])[N:3]=1.[O:25]=[C:26]1[N:30]([CH2:31][C:32]([OH:34])=[O:33])[C:29](=[O:35])[CH2:28][S:27]1. (5) Given the product [Cl:12][CH2:5][C:4]([O:9][CH3:10])([O:6][CH3:7])[O:3][CH3:1], predict the reactants needed to synthesize it. The reactants are: [CH2:1]([O:3][C:4]([O:9][CH2:10]C)([O:6][CH2:7]C)[CH3:5])C.[Cl:12]Cl. (6) Given the product [F:26][C:27]1[CH:28]=[C:29]([CH3:34])[CH:30]=[CH:31][C:32]=1[B:13]([OH:18])[OH:14], predict the reactants needed to synthesize it. The reactants are: C1(C)C=CC=CC=1.C1COCC1.[B:13](OC(C)C)([O:18]C(C)C)[O:14]C(C)C.[F:26][C:27]1[CH:28]=[C:29]([CH3:34])[CH:30]=[CH:31][C:32]=1Br. (7) Given the product [OH:34][C:35]([CH3:40])([CH3:39])[C:36]([N:8]1[CH2:11][CH:10]([C:12]2[CH:33]=[CH:32][C:15]3[C:16]4[N:17]=[C:18]([C:24]5[N:25]([CH:29]([CH3:31])[CH3:30])[N:26]=[CH:27][N:28]=5)[S:19][C:20]=4[CH2:21][CH2:22][O:23][C:14]=3[CH:13]=2)[CH2:9]1)=[O:37], predict the reactants needed to synthesize it. The reactants are: OC(C(F)(F)F)=O.[NH:8]1[CH2:11][CH:10]([C:12]2[CH:33]=[CH:32][C:15]3[C:16]4[N:17]=[C:18]([C:24]5[N:25]([CH:29]([CH3:31])[CH3:30])[N:26]=[CH:27][N:28]=5)[S:19][C:20]=4[CH2:21][CH2:22][O:23][C:14]=3[CH:13]=2)[CH2:9]1.[OH:34][C:35]([CH3:40])([CH3:39])[C:36](O)=[O:37]. (8) The reactants are: [C:1]([NH:4][C:5]1[C:10]2[O:11][CH2:12][O:13][C:9]=2[C:8]([C:14]([O:16][CH3:17])=[O:15])=[CH:7][CH:6]=1)(=[O:3])[CH3:2].C1C(=O)N([Cl:25])C(=O)C1. Given the product [C:1]([NH:4][C:5]1[C:10]2[O:11][CH2:12][O:13][C:9]=2[C:8]([C:14]([O:16][CH3:17])=[O:15])=[CH:7][C:6]=1[Cl:25])(=[O:3])[CH3:2], predict the reactants needed to synthesize it. (9) Given the product [CH:2]1([CH:11]([C:6]2[CH:7]=[CH:8][CH:9]=[CH:10][N:5]=2)[NH2:12])[CH2:4][CH2:3]1, predict the reactants needed to synthesize it. The reactants are: Br[CH:2]1[CH2:4][CH2:3]1.[N:5]1[CH:10]=[CH:9][CH:8]=[CH:7][C:6]=1[C:11]#[N:12]. (10) Given the product [CH3:1][O:2][C:3]1[CH:10]=[C:9]([O:11][CH3:12])[CH:8]=[CH:7][C:4]=1[CH2:5][NH:6][C:32]([C:26]1[S:25][C:24]([C:21]2[CH:22]=[CH:23][C:18]([Cl:17])=[CH:19][CH:20]=2)=[N:28][C:27]=1[CH2:29][CH2:30][OH:31])=[O:33], predict the reactants needed to synthesize it. The reactants are: [CH3:1][O:2][C:3]1[CH:10]=[C:9]([O:11][CH3:12])[CH:8]=[CH:7][C:4]=1[CH2:5][NH2:6].C[Al](C)C.[Cl:17][C:18]1[CH:23]=[CH:22][C:21]([C:24]2[S:25][C:26]3[C:32](=[O:33])[O:31][CH2:30][CH2:29][C:27]=3[N:28]=2)=[CH:20][CH:19]=1.